Dataset: NCI-60 drug combinations with 297,098 pairs across 59 cell lines. Task: Regression. Given two drug SMILES strings and cell line genomic features, predict the synergy score measuring deviation from expected non-interaction effect. (1) Drug 1: CC1=C(C=C(C=C1)C(=O)NC2=CC(=CC(=C2)C(F)(F)F)N3C=C(N=C3)C)NC4=NC=CC(=N4)C5=CN=CC=C5. Drug 2: CC(C)CN1C=NC2=C1C3=CC=CC=C3N=C2N. Cell line: BT-549. Synergy scores: CSS=-4.50, Synergy_ZIP=2.75, Synergy_Bliss=-1.41, Synergy_Loewe=-5.83, Synergy_HSA=-6.73. (2) Drug 1: C1CN1C2=NC(=NC(=N2)N3CC3)N4CC4. Drug 2: C1=CC(=C2C(=C1NCCNCCO)C(=O)C3=C(C=CC(=C3C2=O)O)O)NCCNCCO. Cell line: SR. Synergy scores: CSS=97.2, Synergy_ZIP=4.00, Synergy_Bliss=3.87, Synergy_Loewe=3.20, Synergy_HSA=6.59. (3) Drug 1: C1=NC2=C(N1)C(=S)N=CN2. Drug 2: C1CN(CCN1C(=O)CCBr)C(=O)CCBr. Cell line: EKVX. Synergy scores: CSS=9.95, Synergy_ZIP=-2.55, Synergy_Bliss=0.844, Synergy_Loewe=0.310, Synergy_HSA=0.119. (4) Drug 1: C1CCC(C1)C(CC#N)N2C=C(C=N2)C3=C4C=CNC4=NC=N3. Drug 2: C1CC(C1)(C(=O)O)C(=O)O.[NH2-].[NH2-].[Pt+2]. Cell line: OVCAR-8. Synergy scores: CSS=7.88, Synergy_ZIP=2.06, Synergy_Bliss=4.10, Synergy_Loewe=-5.86, Synergy_HSA=2.42. (5) Drug 1: CNC(=O)C1=CC=CC=C1SC2=CC3=C(C=C2)C(=NN3)C=CC4=CC=CC=N4. Drug 2: CC1CCC2CC(C(=CC=CC=CC(CC(C(=O)C(C(C(=CC(C(=O)CC(OC(=O)C3CCCCN3C(=O)C(=O)C1(O2)O)C(C)CC4CCC(C(C4)OC)O)C)C)O)OC)C)C)C)OC. Cell line: SK-OV-3. Synergy scores: CSS=31.6, Synergy_ZIP=3.07, Synergy_Bliss=3.67, Synergy_Loewe=-11.7, Synergy_HSA=2.45. (6) Drug 1: C1=CC(=CC=C1CCCC(=O)O)N(CCCl)CCCl. Drug 2: C1C(C(OC1N2C=C(C(=O)NC2=O)F)CO)O. Cell line: UACC62. Synergy scores: CSS=23.9, Synergy_ZIP=-17.4, Synergy_Bliss=-15.9, Synergy_Loewe=-9.37, Synergy_HSA=-8.33.